Dataset: NCI-60 drug combinations with 297,098 pairs across 59 cell lines. Task: Regression. Given two drug SMILES strings and cell line genomic features, predict the synergy score measuring deviation from expected non-interaction effect. (1) Drug 1: CC1CCC2CC(C(=CC=CC=CC(CC(C(=O)C(C(C(=CC(C(=O)CC(OC(=O)C3CCCCN3C(=O)C(=O)C1(O2)O)C(C)CC4CCC(C(C4)OC)OCCO)C)C)O)OC)C)C)C)OC. Drug 2: C1C(C(OC1N2C=NC3=C2NC=NCC3O)CO)O. Cell line: SF-539. Synergy scores: CSS=-0.862, Synergy_ZIP=-1.48, Synergy_Bliss=1.25, Synergy_Loewe=-9.91, Synergy_HSA=-1.83. (2) Drug 1: C(=O)(N)NO. Drug 2: CN(C(=O)NC(C=O)C(C(C(CO)O)O)O)N=O. Cell line: SK-OV-3. Synergy scores: CSS=-1.13, Synergy_ZIP=1.09, Synergy_Bliss=0.254, Synergy_Loewe=0.415, Synergy_HSA=-1.24. (3) Drug 1: C1CCC(CC1)NC(=O)N(CCCl)N=O. Drug 2: C1CNP(=O)(OC1)N(CCCl)CCCl. Cell line: HS 578T. Synergy scores: CSS=16.7, Synergy_ZIP=5.18, Synergy_Bliss=8.43, Synergy_Loewe=-7.00, Synergy_HSA=7.38. (4) Drug 1: CNC(=O)C1=CC=CC=C1SC2=CC3=C(C=C2)C(=NN3)C=CC4=CC=CC=N4. Drug 2: C#CCC(CC1=CN=C2C(=N1)C(=NC(=N2)N)N)C3=CC=C(C=C3)C(=O)NC(CCC(=O)O)C(=O)O. Cell line: NCIH23. Synergy scores: CSS=-7.09, Synergy_ZIP=1.11, Synergy_Bliss=-2.91, Synergy_Loewe=-5.25, Synergy_HSA=-5.60. (5) Drug 1: CNC(=O)C1=NC=CC(=C1)OC2=CC=C(C=C2)NC(=O)NC3=CC(=C(C=C3)Cl)C(F)(F)F. Cell line: SK-MEL-2. Synergy scores: CSS=0.494, Synergy_ZIP=-2.86, Synergy_Bliss=-4.20, Synergy_Loewe=-7.41, Synergy_HSA=-7.63. Drug 2: C#CCC(CC1=CN=C2C(=N1)C(=NC(=N2)N)N)C3=CC=C(C=C3)C(=O)NC(CCC(=O)O)C(=O)O. (6) Drug 1: CN(CC1=CN=C2C(=N1)C(=NC(=N2)N)N)C3=CC=C(C=C3)C(=O)NC(CCC(=O)O)C(=O)O. Drug 2: C1C(C(OC1N2C=NC(=NC2=O)N)CO)O. Cell line: HL-60(TB). Synergy scores: CSS=46.9, Synergy_ZIP=0.116, Synergy_Bliss=-1.15, Synergy_Loewe=-3.62, Synergy_HSA=-0.410. (7) Drug 1: CC12CCC3C(C1CCC2O)C(CC4=C3C=CC(=C4)O)CCCCCCCCCS(=O)CCCC(C(F)(F)F)(F)F. Drug 2: C1CN(CCN1C(=O)CCBr)C(=O)CCBr. Cell line: SK-OV-3. Synergy scores: CSS=5.67, Synergy_ZIP=-1.63, Synergy_Bliss=-2.14, Synergy_Loewe=-5.13, Synergy_HSA=-4.47.